From a dataset of Reaction yield outcomes from USPTO patents with 853,638 reactions. Predict the reaction yield, written as a fraction of the theoretical maximum amount of product (1.0 means a 100% yield; for example, 0.34 means a 34% yield). (1) The reactants are [NH2:1][C:2]1[CH:16]=[CH:15][C:5]([CH2:6][NH:7][C:8](=[O:14])[O:9][C:10]([CH3:13])([CH3:12])[CH3:11])=[CH:4][CH:3]=1.[C:17]([N:25]=[C:26]=[S:27])(=[O:24])[C:18]1[CH:23]=[CH:22][CH:21]=[CH:20][CH:19]=1. The catalyst is C1COCC1. The product is [C:17]([NH:25][C:26]([NH:1][C:2]1[CH:16]=[CH:15][C:5]([CH2:6][NH:7][C:8](=[O:14])[O:9][C:10]([CH3:12])([CH3:13])[CH3:11])=[CH:4][CH:3]=1)=[S:27])(=[O:24])[C:18]1[CH:23]=[CH:22][CH:21]=[CH:20][CH:19]=1. The yield is 1.00. (2) The reactants are [I:1][CH2:2][CH2:3][CH2:4][CH2:5][CH2:6][CH2:7][CH2:8][CH2:9][CH2:10][CH2:11]I.[CH:13]1[C:22]2[C:17](=[CH:18][CH:19]=[CH:20][CH:21]=2)[CH:16]=[CH:15][N:14]=1. No catalyst specified. The product is [I-:1].[I-:1].[CH2:2]([N+:14]1[CH:15]=[CH:16][C:17]2[C:22](=[CH:21][CH:20]=[CH:19][CH:18]=2)[CH:13]=1)[CH2:3][CH2:4][CH2:5][CH2:6][CH2:7][CH2:8][CH2:9][CH2:10][CH2:11][N+:14]1[CH:15]=[CH:16][C:17]2[C:22](=[CH:21][CH:20]=[CH:19][CH:18]=2)[CH:13]=1. The yield is 0.920.